Dataset: Forward reaction prediction with 1.9M reactions from USPTO patents (1976-2016). Task: Predict the product of the given reaction. (1) The product is: [CH2:19]([CH:14]1[CH2:15][CH2:16][O:17][C:13]1=[O:18])[C:20]1[CH:25]=[CH:24][CH:23]=[CH:22][CH:21]=1. Given the reactants C(NC(C)C)(C)C.C([Li])CCC.[C:13]1(=[O:18])[O:17][CH2:16][CH2:15][CH2:14]1.[CH2:19](Br)[C:20]1[CH:25]=[CH:24][CH:23]=[CH:22][CH:21]=1, predict the reaction product. (2) Given the reactants [N:1]1[CH:6]=[CH:5][C:4]([CH2:7][C:8]([C:10]2[CH:15]=[CH:14][C:13]([O:16][CH2:17][C:18]3[CH:27]=[CH:26][C:25]4[C:20](=[CH:21][CH:22]=[CH:23][CH:24]=4)[N:19]=3)=[CH:12][CH:11]=2)=[O:9])=[CH:3][CH:2]=1.[Cl:28]C1C=C(C=CC=1OCC1C=CC2C(=CC=CC=2)N=1)C(N(OC)C)=O, predict the reaction product. The product is: [Cl:28][C:14]1[CH:15]=[C:10]([C:8](=[O:9])[CH2:7][C:4]2[CH:3]=[CH:2][N:1]=[CH:6][CH:5]=2)[CH:11]=[CH:12][C:13]=1[O:16][CH2:17][C:18]1[CH:27]=[CH:26][C:25]2[C:20](=[CH:21][CH:22]=[CH:23][CH:24]=2)[N:19]=1. (3) Given the reactants [Cl:1][C:2]1[CH:10]=[CH:9][CH:8]=[C:7]2[C:3]=1[C:4]([C:17]([OH:19])=O)=[CH:5][N:6]2[CH2:11][CH:12]1[CH2:16][CH2:15][CH2:14][O:13]1.C(Cl)CCl.C(N(CC)CC)C.[NH2:31][CH2:32][C:33]1([OH:41])[CH2:38][CH2:37][CH2:36][C:35]([F:40])([F:39])[CH2:34]1, predict the reaction product. The product is: [Cl:1][C:2]1[CH:10]=[CH:9][CH:8]=[C:7]2[C:3]=1[C:4]([C:17]([NH:31][CH2:32][C:33]1([OH:41])[CH2:38][CH2:37][CH2:36][C:35]([F:40])([F:39])[CH2:34]1)=[O:19])=[CH:5][N:6]2[CH2:11][CH:12]1[CH2:16][CH2:15][CH2:14][O:13]1. (4) Given the reactants [O:1]1[C:10]2[CH:9]=[C:8]([CH2:11][NH:12][CH2:13][CH:14]3[CH2:19][CH2:18][CH2:17][N:16]([C:20]([O:22][C:23]([CH3:26])([CH3:25])[CH3:24])=[O:21])[CH2:15]3)[N:7]=[CH:6][C:5]=2[O:4][CH2:3][CH2:2]1.[F:27][C:28]([F:35])([F:34])[C:29](OCC)=[O:30], predict the reaction product. The product is: [O:1]1[C:10]2[CH:9]=[C:8]([CH2:11][N:12]([CH2:13][CH:14]3[CH2:19][CH2:18][CH2:17][N:16]([C:20]([O:22][C:23]([CH3:26])([CH3:25])[CH3:24])=[O:21])[CH2:15]3)[C:29](=[O:30])[C:28]([F:35])([F:34])[F:27])[N:7]=[CH:6][C:5]=2[O:4][CH2:3][CH2:2]1. (5) Given the reactants [Cl:1][C:2]1[N:3]=[C:4]([N:13]2[CH2:18][CH2:17][O:16][CH2:15][CH2:14]2)[C:5]2[N:10]=[C:9]([CH:11]=O)[S:8][C:6]=2[N:7]=1.[NH:19]1[CH2:22][CH:21]([N:23]2[CH2:28][CH2:27][S:26](=[O:30])(=[O:29])[CH2:25][CH2:24]2)[CH2:20]1.C(O[BH-](OC(=O)C)OC(=O)C)(=O)C.[Na+], predict the reaction product. The product is: [Cl:1][C:2]1[N:3]=[C:4]([N:13]2[CH2:18][CH2:17][O:16][CH2:15][CH2:14]2)[C:5]2[N:10]=[C:9]([CH2:11][N:19]3[CH2:22][CH:21]([N:23]4[CH2:28][CH2:27][S:26](=[O:30])(=[O:29])[CH2:25][CH2:24]4)[CH2:20]3)[S:8][C:6]=2[N:7]=1. (6) Given the reactants [Cl:1][C:2]1[C:10]2[C:9]3[CH2:11][N:12]([CH2:21][C:22]([F:25])([F:24])[F:23])[C:13](=[O:20])[C@H:14]([CH2:16][C:17]([OH:19])=O)[CH2:15][C:8]=3[CH:7]=[C:6]([Cl:26])[C:5]=2[NH:4][N:3]=1.CN(C(ON1N=NC2C=CC=CC1=2)=[N+](C)C)C.[B-](F)(F)(F)F.[NH:49]1[CH2:54][CH2:53][CH:52]([N:55]2[CH2:61][CH2:60][C:59]3[CH:62]=[CH:63][CH:64]=[CH:65][C:58]=3[NH:57][C:56]2=[O:66])[CH2:51][CH2:50]1.C(N(CC)C(C)C)(C)C, predict the reaction product. The product is: [Cl:1][C:2]1[C:10]2[C:9]3[CH2:11][N:12]([CH2:21][C:22]([F:25])([F:24])[F:23])[C:13](=[O:20])[C@H:14]([CH2:16][C:17](=[O:19])[N:49]4[CH2:50][CH2:51][CH:52]([N:55]5[CH2:61][CH2:60][C:59]6[CH:62]=[CH:63][CH:64]=[CH:65][C:58]=6[NH:57][C:56]5=[O:66])[CH2:53][CH2:54]4)[CH2:15][C:8]=3[CH:7]=[C:6]([Cl:26])[C:5]=2[NH:4][N:3]=1.